This data is from NCI-60 drug combinations with 297,098 pairs across 59 cell lines. The task is: Regression. Given two drug SMILES strings and cell line genomic features, predict the synergy score measuring deviation from expected non-interaction effect. (1) Drug 1: CC1=C(C=C(C=C1)NC2=NC=CC(=N2)N(C)C3=CC4=NN(C(=C4C=C3)C)C)S(=O)(=O)N.Cl. Drug 2: C1=CN(C=N1)CC(O)(P(=O)(O)O)P(=O)(O)O. Cell line: HOP-92. Synergy scores: CSS=14.2, Synergy_ZIP=-0.728, Synergy_Bliss=3.41, Synergy_Loewe=4.29, Synergy_HSA=4.98. (2) Drug 1: CS(=O)(=O)C1=CC(=C(C=C1)C(=O)NC2=CC(=C(C=C2)Cl)C3=CC=CC=N3)Cl. Drug 2: C1C(C(OC1N2C=NC(=NC2=O)N)CO)O. Cell line: PC-3. Synergy scores: CSS=7.17, Synergy_ZIP=1.69, Synergy_Bliss=0.222, Synergy_Loewe=-2.73, Synergy_HSA=-0.0413.